This data is from Forward reaction prediction with 1.9M reactions from USPTO patents (1976-2016). The task is: Predict the product of the given reaction. (1) Given the reactants C([O:3][C:4]([C:6]1[CH:7]=[C:8]2[C:13](=[CH:14][CH:15]=1)[N:12]=[CH:11][C:10]([C:16]#[N:17])=[C:9]2[CH:18]1[CH2:20][CH2:19]1)=O)C.[BH4-].[Li+], predict the reaction product. The product is: [CH:18]1([CH:9]2[C:8]3[C:13](=[CH:14][CH:15]=[C:6]([CH2:4][OH:3])[CH:7]=3)[NH:12][CH:11]=[C:10]2[C:16]#[N:17])[CH2:19][CH2:20]1. (2) Given the reactants C[O:2][C:3](=[O:24])[CH:4]([C:11]1[CH:16]=[CH:15][C:14]([S:17]([CH3:20])(=[O:19])=[O:18])=[C:13]([N+:21]([O-:23])=[O:22])[CH:12]=1)[CH2:5][CH:6]1[CH2:10][CH2:9][CH2:8][CH2:7]1.[OH-].[Li+], predict the reaction product. The product is: [CH:6]1([CH2:5][CH:4]([C:11]2[CH:16]=[CH:15][C:14]([S:17]([CH3:20])(=[O:19])=[O:18])=[C:13]([N+:21]([O-:23])=[O:22])[CH:12]=2)[C:3]([OH:24])=[O:2])[CH2:10][CH2:9][CH2:8][CH2:7]1.